From a dataset of Reaction yield outcomes from USPTO patents with 853,638 reactions. Predict the reaction yield, written as a fraction of the theoretical maximum amount of product (1.0 means a 100% yield; for example, 0.34 means a 34% yield). (1) The reactants are [NH2:1][CH2:2][CH2:3][CH2:4][Si:5]([O:12][CH2:13][CH3:14])([O:9][CH2:10][CH3:11])[O:6][CH2:7][CH3:8].Cl[CH2:16][CH2:17][N:18]=[C:19]=[O:20].[C:21]([O-])(=[S:23])C.[K+]. The catalyst is C(O)C. The product is [Si:5]([CH2:4][CH2:3][CH2:2][NH:1][C:19]([NH:18][CH2:17][CH2:16][S:23][CH3:21])=[O:20])([O:12][CH2:13][CH3:14])([O:6][CH2:7][CH3:8])[O:9][CH2:10][CH3:11]. The yield is 0.973. (2) The reactants are [I:1][C:2]1[CH:3]=[C:4]([CH:6]=[CH:7][CH:8]=1)[NH2:5].CCN(CC)CC.[C:16]1([S:22](Cl)(=[O:24])=[O:23])[CH:21]=[CH:20][CH:19]=[CH:18][CH:17]=1.C([O-])(O)=O.[Na+]. The catalyst is C(Cl)Cl. The product is [C:16]1([S:22]([NH:5][C:4]2[CH:3]=[C:2]([I:1])[CH:8]=[CH:7][CH:6]=2)(=[O:24])=[O:23])[CH:21]=[CH:20][CH:19]=[CH:18][CH:17]=1. The yield is 0.940. (3) The reactants are [CH2:1]([O:8][C:9]1[CH:36]=[CH:35][C:12]([CH2:13][N:14]([CH2:27][CH2:28][C:29]2[CH:34]=[CH:33][CH:32]=[CH:31][N:30]=2)[C:15](=[O:26])[CH2:16][CH2:17][CH2:18][CH2:19][C:20]2[CH:25]=[CH:24][CH:23]=[CH:22][CH:21]=2)=[CH:11][C:10]=1COS(C)(=O)=O)[C:2]1[CH:7]=[CH:6][CH:5]=[CH:4][CH:3]=1.[C:43](=O)([O-])[O-].[K+].[K+].[NH:49]([CH3:51])[CH3:50]. The catalyst is CC(C)=O. The product is [CH2:1]([O:8][C:9]1[CH:36]=[CH:35][C:12]([CH2:13][N:14]([CH2:27][CH2:28][C:29]2[CH:34]=[CH:33][CH:32]=[CH:31][N:30]=2)[C:15](=[O:26])[CH2:16][CH2:17][CH2:18][CH2:19][C:20]2[CH:25]=[CH:24][CH:23]=[CH:22][CH:21]=2)=[CH:11][C:10]=1[CH2:50][N:49]([CH3:43])[CH3:51])[C:2]1[CH:7]=[CH:6][CH:5]=[CH:4][CH:3]=1. The yield is 0.620. (4) The reactants are [F:1][C:2]1[CH:7]=[CH:6][C:5]([N:8]2[C:16]3[C:11](=[CH:12][C:13]([CH:17]([C:24]4[CH:29]=[CH:28][CH:27]=[CH:26][CH:25]=4)[C:18]([CH3:23])([CH3:22])[CH:19]([OH:21])[CH3:20])=[CH:14][CH:15]=3)[CH:10]=[N:9]2)=[CH:4][CH:3]=1.CC(OI1(OC(C)=O)(OC(C)=O)OC(=O)C2C=CC=CC1=2)=O. The catalyst is C(Cl)Cl. The product is [F:1][C:2]1[CH:3]=[CH:4][C:5]([N:8]2[C:16]3[C:11](=[CH:12][C:13]([CH:17]([C:24]4[CH:25]=[CH:26][CH:27]=[CH:28][CH:29]=4)[C:18]([CH3:23])([CH3:22])[C:19](=[O:21])[CH3:20])=[CH:14][CH:15]=3)[CH:10]=[N:9]2)=[CH:6][CH:7]=1. The yield is 1.00.